This data is from Full USPTO retrosynthesis dataset with 1.9M reactions from patents (1976-2016). The task is: Predict the reactants needed to synthesize the given product. Given the product [CH2:21]([O:20][C:17]1[CH:16]=[CH:15][C:14]([S:11]([C:5]2([C:3]([O:2][CH3:1])=[O:4])[CH2:10][CH2:9][N:8]([C:33]([O:32][CH2:30][CH3:31])=[O:34])[CH2:7][CH2:6]2)(=[O:13])=[O:12])=[CH:19][CH:18]=1)[C:22]#[C:23][CH3:24], predict the reactants needed to synthesize it. The reactants are: [CH3:1][O:2][C:3]([C:5]1([S:11]([C:14]2[CH:19]=[CH:18][C:17]([O:20][CH2:21][C:22]#[C:23][CH3:24])=[CH:16][CH:15]=2)(=[O:13])=[O:12])[CH2:10][CH2:9][NH:8][CH2:7][CH2:6]1)=[O:4].C(=O)(O)[O-].[Na+].[CH2:30]([O:32][C:33](Cl)=[O:34])[CH3:31].